Dataset: Forward reaction prediction with 1.9M reactions from USPTO patents (1976-2016). Task: Predict the product of the given reaction. (1) Given the reactants [CH2:1]([O:3][C:4]([C:6]1[N:7]=[C:8]2[CH:13]=[CH:12][C:11]([N:14]3[CH2:19][CH2:18][NH:17][CH2:16][CH2:15]3)=[N:10][N:9]2[CH:20]=1)=[O:5])[CH3:2].C(N(C(C)C)CC)(C)C.[F:30][C:31]1[CH:32]=[CH:33][C:34]([C:40]([F:43])([F:42])[F:41])=[C:35]([CH:39]=1)[C:36](Cl)=[O:37], predict the reaction product. The product is: [CH2:1]([O:3][C:4]([C:6]1[N:7]=[C:8]2[CH:13]=[CH:12][C:11]([N:14]3[CH2:19][CH2:18][N:17]([C:36](=[O:37])[C:35]4[CH:39]=[C:31]([F:30])[CH:32]=[CH:33][C:34]=4[C:40]([F:43])([F:41])[F:42])[CH2:16][CH2:15]3)=[N:10][N:9]2[CH:20]=1)=[O:5])[CH3:2]. (2) Given the reactants Br[C:2]1[CH:3]=[C:4]2[O:10][C:9]([NH:11][C:12]([O:14][C:15]([CH3:18])([CH3:17])[CH3:16])=[O:13])=[C:8]([C:19]([O:21][CH2:22][CH3:23])=[O:20])[C:5]2=[N:6][CH:7]=1.[CH3:24][N:25]1[CH2:30][CH:29]=[C:28](B2OC(C)(C)C(C)(C)O2)[CH2:27][CH2:26]1.[O-]P([O-])([O-])=O.[K+].[K+].[K+], predict the reaction product. The product is: [C:15]([O:14][C:12]([NH:11][C:9]1[O:10][C:4]2[C:5](=[N:6][CH:7]=[C:2]([C:28]3[CH2:29][CH2:30][N:25]([CH3:24])[CH2:26][CH:27]=3)[CH:3]=2)[C:8]=1[C:19]([O:21][CH2:22][CH3:23])=[O:20])=[O:13])([CH3:18])([CH3:17])[CH3:16]. (3) Given the reactants [CH2:1]([O:8][C@H:9]1[C@H:14]([O:15][CH2:16][C:17]2[CH:22]=[CH:21][CH:20]=[CH:19][CH:18]=2)[C@@H:13]([O:23][CH2:24][C:25]2[CH:30]=[CH:29][CH:28]=[CH:27][CH:26]=2)[C@@:12]([C:33]2[CH:38]=[CH:37][C:36]([Cl:39])=[C:35]([CH2:40][C:41]3[CH:46]=[CH:45][C:44]([O:47][C:48]([F:51])([F:50])[F:49])=[CH:43][CH:42]=3)[CH:34]=2)([O:31]C)[O:11][C:10]1([CH2:54]O)[CH2:52][OH:53])[C:2]1[CH:7]=[CH:6][CH:5]=[CH:4][CH:3]=1.FC(F)(F)C(O)=O, predict the reaction product. The product is: [CH2:1]([O:8][C@H:9]1[C@H:14]([O:15][CH2:16][C:17]2[CH:22]=[CH:21][CH:20]=[CH:19][CH:18]=2)[C@@H:13]([O:23][CH2:24][C:25]2[CH:30]=[CH:29][CH:28]=[CH:27][CH:26]=2)[C@:12]2([C:33]3[CH:38]=[CH:37][C:36]([Cl:39])=[C:35]([CH2:40][C:41]4[CH:42]=[CH:43][C:44]([O:47][C:48]([F:50])([F:51])[F:49])=[CH:45][CH:46]=4)[CH:34]=3)[O:11][C@@:10]1([CH2:52][OH:53])[CH2:54][O:31]2)[C:2]1[CH:7]=[CH:6][CH:5]=[CH:4][CH:3]=1. (4) The product is: [OH:49][C:31]1[CH:32]=[CH:33][CH:34]=[C:35]2[C:30]=1[N:29]=[C:28]([C:26]([OH:27])=[O:25])[CH:37]=[C:36]2[NH:38][S:39]([C:42]1[CH:47]=[CH:46][C:45]([CH3:48])=[CH:44][CH:43]=1)(=[O:41])=[O:40]. Given the reactants COC(C1C=C(O)C2C(=C(OCC3C=CC=CC=3)C=CC=2)N=1)=O.C[O:25][C:26]([C:28]1[CH:37]=[C:36]([NH:38][S:39]([C:42]2[CH:47]=[CH:46][C:45]([CH3:48])=[CH:44][CH:43]=2)(=[O:41])=[O:40])[C:35]2[C:30](=[C:31]([OH:49])[CH:32]=[CH:33][CH:34]=2)[N:29]=1)=[O:27], predict the reaction product. (5) Given the reactants [F:1][C:2]1[CH:30]=[CH:29][C:5]2[CH:6]=[C:7]([C:9]3[C:18]([N:19]4[CH2:23][CH2:22][CH2:21][C@@H:20]4[CH3:24])=[N:17][C:16]4[C:11](=[CH:12][CH:13]=[C:14]([C:25]([O:27]C)=[O:26])[CH:15]=4)[N:10]=3)[O:8][C:4]=2[CH:3]=1.[OH-].[Na+], predict the reaction product. The product is: [F:1][C:2]1[CH:30]=[CH:29][C:5]2[CH:6]=[C:7]([C:9]3[C:18]([N:19]4[CH2:23][CH2:22][CH2:21][C@@H:20]4[CH3:24])=[N:17][C:16]4[C:11](=[CH:12][CH:13]=[C:14]([C:25]([OH:27])=[O:26])[CH:15]=4)[N:10]=3)[O:8][C:4]=2[CH:3]=1. (6) Given the reactants [Br:1][C:2]1[CH:7]=[CH:6][C:5]([C:8]2([C:11](O)=[O:12])[CH2:10][CH2:9]2)=[CH:4][CH:3]=1.C(N(CC)C(C)C)(C)C.ClC(OCC(C)C)=O, predict the reaction product. The product is: [Br:1][C:2]1[CH:3]=[CH:4][C:5]([C:8]2([CH2:11][OH:12])[CH2:9][CH2:10]2)=[CH:6][CH:7]=1. (7) Given the reactants [CH2:1]([OH:5])[CH2:2][CH2:3][CH3:4].CS([C:10]1[N:15]=[C:14]([CH3:16])[C:13]([C:17]([O:19][CH2:20][CH3:21])=[O:18])=[CH:12][N:11]=1)(=O)=O.C(N(CC)CC)C, predict the reaction product. The product is: [CH2:1]([O:5][C:10]1[N:15]=[C:14]([CH3:16])[C:13]([C:17]([O:19][CH2:20][CH3:21])=[O:18])=[CH:12][N:11]=1)[CH2:2][CH2:3][CH3:4].